Dataset: Full USPTO retrosynthesis dataset with 1.9M reactions from patents (1976-2016). Task: Predict the reactants needed to synthesize the given product. (1) The reactants are: C([O:3][C:4](=[O:40])[CH:5]([N:13]1[CH2:26][CH2:25][N:24]([CH2:27][C:28]([O:30]CC)=[O:29])[CH2:23][CH2:22][N:21]([CH2:33][C:34]([O:36]CC)=[O:35])[CH2:20][C:19]2[N:39]=[C:15]([CH:16]=[CH:17][CH:18]=2)[CH2:14]1)[CH2:6][CH2:7][C:8]([O:10]CC)=[O:9])C.[OH-].[Na+]. Given the product [C:28]([CH2:27][N:24]1[CH2:23][CH2:22][N:21]([CH2:33][C:34]([OH:36])=[O:35])[CH2:20][C:19]2[N:39]=[C:15]([CH:16]=[CH:17][CH:18]=2)[CH2:14][N:13]([CH:5]([CH2:6][CH2:7][C:8]([OH:10])=[O:9])[C:4]([OH:40])=[O:3])[CH2:26][CH2:25]1)([OH:30])=[O:29], predict the reactants needed to synthesize it. (2) The reactants are: I.[NH:2]([C:4](SC)=[NH:5])[NH2:3].[NH:8]1[CH2:13][CH2:12][O:11][CH2:10][CH2:9]1. Given the product [N:8]1([C:4](=[NH:5])[NH:2][NH2:3])[CH2:13][CH2:12][O:11][CH2:10][CH2:9]1, predict the reactants needed to synthesize it. (3) Given the product [Br:4][C:5]1[C:6]([C:14]2[CH:19]=[CH:18][C:17]([F:20])=[CH:16][CH:15]=2)=[N:7][C:8]([O:13][CH2:2][CH3:3])=[C:9]([CH:12]=1)[C:10]#[N:11], predict the reactants needed to synthesize it. The reactants are: I[CH2:2][CH3:3].[Br:4][C:5]1[C:6]([C:14]2[CH:19]=[CH:18][C:17]([F:20])=[CH:16][CH:15]=2)=[N:7][C:8]([OH:13])=[C:9]([CH:12]=1)[C:10]#[N:11].C(=O)([O-])[O-].[K+].[K+].CN(C=O)C.